From a dataset of Peptide-MHC class II binding affinity with 134,281 pairs from IEDB. Regression. Given a peptide amino acid sequence and an MHC pseudo amino acid sequence, predict their binding affinity value. This is MHC class II binding data. The peptide sequence is LTSELPQWLSANRAVKPTGS. The MHC is DRB1_0301 with pseudo-sequence DRB1_0301. The binding affinity (normalized) is 0.